This data is from Reaction yield outcomes from USPTO patents with 853,638 reactions. The task is: Predict the reaction yield, written as a fraction of the theoretical maximum amount of product (1.0 means a 100% yield; for example, 0.34 means a 34% yield). (1) The reactants are [Cl:1][C:2]1[CH:7]=[CH:6][CH:5]=[CH:4][C:3]=1[CH:8]([N:11]1[CH2:16][CH2:15][C:14]2[S:17][CH:18]=[CH:19][C:13]=2[CH2:12]1)[CH2:9]O.S(Cl)([Cl:22])=O. The catalyst is C1COCC1. The product is [Cl:22][CH2:9][CH:8]([N:11]1[CH2:16][CH2:15][C:14]2[S:17][CH:18]=[CH:19][C:13]=2[CH2:12]1)[C:3]1[CH:4]=[CH:5][CH:6]=[CH:7][C:2]=1[Cl:1]. The yield is 0.981. (2) The reactants are [Cl:1][C:2]1[CH:11]=[C:10]([Cl:12])[C:5]([C:6]([O:8]C)=[O:7])=[C:4]([N+:13]([O-:15])=[O:14])[C:3]=1[O:16][CH3:17].[OH-].[Na+]. The catalyst is CO. The product is [Cl:1][C:2]1[CH:11]=[C:10]([Cl:12])[C:5]([C:6]([OH:8])=[O:7])=[C:4]([N+:13]([O-:15])=[O:14])[C:3]=1[O:16][CH3:17]. The yield is 0.940. (3) The reactants are [CH3:1][O:2][C:3]1[CH:4]=[C:5]2[C:10](=[CH:11][CH:12]=1)[N+:9]([O-])=[CH:8][CH:7]=[CH:6]2.CC(OC(C)=O)=[O:16]. The product is [CH3:1][O:2][C:3]1[CH:4]=[C:5]2[C:10](=[CH:11][CH:12]=1)[N:9]=[C:8]([OH:16])[CH:7]=[CH:6]2. No catalyst specified. The yield is 0.670. (4) The reactants are [I:1][C:2]1[CH:6]=[C:5]([CH:7]2[CH2:12][CH2:11][NH:10][CH2:9][CH2:8]2)[N:4]([CH:13]([CH3:15])[CH3:14])[N:3]=1.C=O.[C:18]([BH3-])#N.[Na+]. The catalyst is CO.O. The product is [I:1][C:2]1[CH:6]=[C:5]([CH:7]2[CH2:12][CH2:11][N:10]([CH3:18])[CH2:9][CH2:8]2)[N:4]([CH:13]([CH3:15])[CH3:14])[N:3]=1. The yield is 0.210. (5) The reactants are [OH:1][C:2]1[CH:3]=[C:4]2[C:8](=[CH:9][CH:10]=1)[N:7]([CH:11]1[CH2:16][CH2:15][CH2:14][CH2:13][O:12]1)[N:6]=[C:5]2[CH:17]=[O:18].I[CH2:20][CH:21]([CH3:23])[CH3:22].C(=O)([O-])[O-].[Cs+].[Cs+]. The catalyst is CN(C)C=O. The product is [CH2:20]([O:1][C:2]1[CH:3]=[C:4]2[C:8](=[CH:9][CH:10]=1)[N:7]([CH:11]1[CH2:16][CH2:15][CH2:14][CH2:13][O:12]1)[N:6]=[C:5]2[CH:17]=[O:18])[CH:21]([CH3:23])[CH3:22]. The yield is 0.350. (6) The reactants are [S:1]1[CH2:5][CH2:4][N:3]=[C:2]1[NH:6][C:7]([C:9]1[CH:10]=[C:11](B(O)O)[CH:12]=[CH:13][CH:14]=1)=[O:8].I[C:19]1[C:27]2[C:22](=[N:23][CH:24]=[N:25][C:26]=2[NH2:28])[N:21]([CH:29]([CH3:31])[CH3:30])[N:20]=1.C([O-])([O-])=O.[Na+].[Na+]. The catalyst is CCO.COCCOC.C1C=CC([P]([Pd]([P](C2C=CC=CC=2)(C2C=CC=CC=2)C2C=CC=CC=2)([P](C2C=CC=CC=2)(C2C=CC=CC=2)C2C=CC=CC=2)[P](C2C=CC=CC=2)(C2C=CC=CC=2)C2C=CC=CC=2)(C2C=CC=CC=2)C2C=CC=CC=2)=CC=1. The product is [NH2:28][C:26]1[N:25]=[CH:24][N:23]=[C:22]2[N:21]([CH:29]([CH3:31])[CH3:30])[N:20]=[C:19]([C:11]3[CH:10]=[C:9]([CH:14]=[CH:13][CH:12]=3)[C:7]([NH:6][C:2]3[S:1][CH2:5][CH2:4][N:3]=3)=[O:8])[C:27]=12. The yield is 0.670. (7) The reactants are [Cl:1][C:2]1[N:3]=[C:4](Cl)[C:5]2[CH2:10][O:9][CH:8]([C:11]3[CH:16]=[CH:15][C:14]([F:17])=[CH:13][CH:12]=3)[C:6]=2[N:7]=1.CC[N:21]([CH:25]([CH3:27])[CH3:26])C(C)C.[CH2:28]1COC[CH2:29]1. No catalyst specified. The product is [Cl:1][C:2]1[N:3]=[C:4]([NH:21][C@@H:25]([CH:26]2[CH2:29][CH2:28]2)[CH3:27])[C:5]2[CH2:10][O:9][CH:8]([C:11]3[CH:16]=[CH:15][C:14]([F:17])=[CH:13][CH:12]=3)[C:6]=2[N:7]=1. The yield is 0.142. (8) The reactants are [CH:1]1([C:4]2[C:5]([NH:24][S:25]([CH3:28])(=[O:27])=[O:26])=[CH:6][C:7]3[O:11][C:10]([C:12]4[CH:17]=[CH:16][C:15]([F:18])=[CH:14][CH:13]=4)=[C:9]([C:19]([NH:21][CH3:22])=[O:20])[C:8]=3[CH:23]=2)[CH2:3][CH2:2]1.[Br:29][C:30]1[CH:35]=[CH:34][C:33](B(O)O)=[CH:32][CH:31]=1.C(N(CC)CC)C. The catalyst is ClCCl.O.C([O-])(=O)C.[Cu+2].C([O-])(=O)C. The product is [Br:29][C:30]1[CH:35]=[CH:34][C:33]([N:24]([C:5]2[C:4]([CH:1]3[CH2:3][CH2:2]3)=[CH:23][C:8]3[C:9]([C:19]([NH:21][CH3:22])=[O:20])=[C:10]([C:12]4[CH:17]=[CH:16][C:15]([F:18])=[CH:14][CH:13]=4)[O:11][C:7]=3[CH:6]=2)[S:25]([CH3:28])(=[O:27])=[O:26])=[CH:32][CH:31]=1. The yield is 0.260.